This data is from Catalyst prediction with 721,799 reactions and 888 catalyst types from USPTO. The task is: Predict which catalyst facilitates the given reaction. Reactant: [OH:1][C:2]1[CH:9]=[CH:8][C:5]([CH2:6]Br)=[CH:4][CH:3]=1.Br[CH2:11][CH2:12][CH2:13][NH:14][C:15](=[O:21])[O:16][C:17]([CH3:20])([CH3:19])[CH3:18].C(=O)([O-])[O-:23].[K+].[K+]. Product: [OH:23][CH2:6][C:5]1[CH:8]=[CH:9][C:2]([O:1][CH2:11][CH2:12][CH2:13][NH:14][C:15](=[O:21])[O:16][C:17]([CH3:20])([CH3:19])[CH3:18])=[CH:3][CH:4]=1. The catalyst class is: 39.